Dataset: NCI-60 drug combinations with 297,098 pairs across 59 cell lines. Task: Regression. Given two drug SMILES strings and cell line genomic features, predict the synergy score measuring deviation from expected non-interaction effect. (1) Drug 1: C(CC(=O)O)C(=O)CN.Cl. Drug 2: CC1C(C(CC(O1)OC2CC(CC3=C2C(=C4C(=C3O)C(=O)C5=C(C4=O)C(=CC=C5)OC)O)(C(=O)CO)O)N)O.Cl. Cell line: K-562. Synergy scores: CSS=36.3, Synergy_ZIP=-0.797, Synergy_Bliss=-1.80, Synergy_Loewe=-37.7, Synergy_HSA=-0.191. (2) Drug 1: CCC1=CC2CC(C3=C(CN(C2)C1)C4=CC=CC=C4N3)(C5=C(C=C6C(=C5)C78CCN9C7C(C=CC9)(C(C(C8N6C)(C(=O)OC)O)OC(=O)C)CC)OC)C(=O)OC.C(C(C(=O)O)O)(C(=O)O)O. Drug 2: CN1C(=O)N2C=NC(=C2N=N1)C(=O)N. Synergy scores: CSS=37.6, Synergy_ZIP=-1.53, Synergy_Bliss=-1.15, Synergy_Loewe=-10.5, Synergy_HSA=0.421. Cell line: SF-295.